Dataset: Catalyst prediction with 721,799 reactions and 888 catalyst types from USPTO. Task: Predict which catalyst facilitates the given reaction. Reactant: [Cl:1][C:2]1[CH:7]=[CH:6][C:5]([S:8]([OH:11])(=[O:10])=[O:9])=[C:4]([NH:12][C:13](=[O:26])/[CH:14]=[CH:15]/[C:16]2[CH:25]=[CH:24][C:23]3[C:18](=[CH:19][CH:20]=[CH:21][CH:22]=3)[CH:17]=2)[CH:3]=1.F[C:28](F)(F)S(OC)(=O)=O.C(N(CC)CC)C. Product: [CH3:28][O:10][S:8]([C:5]1[CH:6]=[CH:7][C:2]([Cl:1])=[CH:3][C:4]=1[NH:12][C:13](=[O:26])/[CH:14]=[CH:15]/[C:16]1[CH:25]=[CH:24][C:23]2[C:18](=[CH:19][CH:20]=[CH:21][CH:22]=2)[CH:17]=1)(=[O:11])=[O:9]. The catalyst class is: 2.